From a dataset of Forward reaction prediction with 1.9M reactions from USPTO patents (1976-2016). Predict the product of the given reaction. (1) The product is: [Br:1][C:2]1[CH:12]=[CH:11][C:5]2[O:6][C:7]3[C:8](=[O:9])[NH:10][C:16]([CH2:17][NH:32][C:22]([CH3:21])([CH3:31])[CH2:23][N:24]4[CH2:29][CH2:28][N:27]([CH3:30])[CH2:26][CH2:25]4)=[N:14][C:13]=3[C:4]=2[CH:3]=1. Given the reactants [Br:1][C:2]1[CH:12]=[CH:11][C:5]([O:6][CH2:7][C:8]([NH2:10])=[O:9])=[C:4]([C:13]#[N:14])[CH:3]=1.N1CCC[CH2:17][CH2:16]1.[CH3:21][C:22]([NH2:32])([CH3:31])[CH2:23][N:24]1[CH2:29][CH2:28][N:27]([CH3:30])[CH2:26][CH2:25]1, predict the reaction product. (2) Given the reactants [C:1]([S:4][CH:5]1[CH2:10][CH2:9][N:8]([CH:11]([C:17]2[CH:22]=[CH:21][CH:20]=[CH:19][C:18]=2[F:23])[C:12]([CH:14]2[CH2:16][CH2:15]2)=[O:13])[CH2:7]/[C:6]/1=[CH:24]\[C:25]1[CH:29]=[CH:28][N:27]([CH2:30][CH2:31][NH:32]C(OC(C)(C)C)=O)[N:26]=1)(=[O:3])[CH3:2].[ClH:40], predict the reaction product. The product is: [ClH:40].[ClH:40].[C:1]([S:4][CH:5]1[CH2:10][CH2:9][N:8]([CH:11]([C:17]2[CH:22]=[CH:21][CH:20]=[CH:19][C:18]=2[F:23])[C:12]([CH:14]2[CH2:16][CH2:15]2)=[O:13])[CH2:7]/[C:6]/1=[CH:24]\[C:25]1[CH:29]=[CH:28][N:27]([CH2:30][CH2:31][NH2:32])[N:26]=1)(=[O:3])[CH3:2]. (3) Given the reactants [Cl-].[Cl-].[Cl-].[Al+3].[C:5](Cl)(=[O:7])[CH3:6].C[Si](C)(C)[C:11]1[C:12]([F:18])=[C:13]([Br:17])[CH:14]=[CH:15][CH:16]=1.C(=O)([O-])[O-].[Na+].[Na+], predict the reaction product. The product is: [Br:17][C:13]1[C:12]([F:18])=[C:11]([C:5](=[O:7])[CH3:6])[CH:16]=[CH:15][CH:14]=1.